Dataset: Full USPTO retrosynthesis dataset with 1.9M reactions from patents (1976-2016). Task: Predict the reactants needed to synthesize the given product. (1) Given the product [C:19]([NH:2][CH:3]([CH:8]([C:13]1[CH:14]=[CH:15][CH:16]=[CH:17][CH:18]=1)[C:9]([O:11][CH3:12])=[O:10])[C:4]([O:6][CH3:7])=[O:5])([C:20]1[CH:25]=[CH:24][CH:23]=[CH:22][CH:21]=1)([C:32]1[CH:33]=[CH:34][CH:35]=[CH:36][CH:37]=1)[C:26]1[CH:27]=[CH:28][CH:29]=[CH:30][CH:31]=1, predict the reactants needed to synthesize it. The reactants are: Cl.[NH2:2][CH:3]([CH:8]([C:13]1[CH:18]=[CH:17][CH:16]=[CH:15][CH:14]=1)[C:9]([O:11][CH3:12])=[O:10])[C:4]([O:6][CH3:7])=[O:5].[C:19](Cl)([C:32]1[CH:37]=[CH:36][CH:35]=[CH:34][CH:33]=1)([C:26]1[CH:31]=[CH:30][CH:29]=[CH:28][CH:27]=1)[C:20]1[CH:25]=[CH:24][CH:23]=[CH:22][CH:21]=1. (2) Given the product [CH3:30][O:29][C:26]1[CH:25]=[CH:24][C:23]([C:22]([O:15][CH2:14][C:3]([CH2:2][OH:1])([C:4]([O:6][CH2:7][CH3:8])=[O:5])[C:9]([O:11][CH2:12][CH3:13])=[O:10])([C:31]2[CH:32]=[CH:33][CH:34]=[CH:35][CH:36]=2)[C:21]2[CH:38]=[CH:39][C:18]([O:17][CH3:16])=[CH:19][CH:20]=2)=[CH:28][CH:27]=1, predict the reactants needed to synthesize it. The reactants are: [OH:1][CH2:2][C:3]([CH2:14][OH:15])([C:9]([O:11][CH2:12][CH3:13])=[O:10])[C:4]([O:6][CH2:7][CH3:8])=[O:5].[CH3:16][O:17][C:18]1[CH:39]=[CH:38][C:21]([C:22](Cl)([C:31]2[CH:36]=[CH:35][CH:34]=[CH:33][CH:32]=2)[C:23]2[CH:28]=[CH:27][C:26]([O:29][CH3:30])=[CH:25][CH:24]=2)=[CH:20][CH:19]=1.O1CCOCC1. (3) Given the product [CH:1]([O:4][C:5]1[CH:6]=[C:7]([CH:10]=[CH:11][CH:12]=1)[CH2:8][OH:9])([CH3:3])[CH3:2], predict the reactants needed to synthesize it. The reactants are: [CH:1]([O:4][C:5]1[CH:6]=[C:7]([CH:10]=[CH:11][CH:12]=1)[CH:8]=[O:9])([CH3:3])[CH3:2].[BH4-].[Na+].C(Cl)Cl. (4) Given the product [CH2:1]([S:8][CH:9]([CH2:38][N:44]1[CH2:49][CH2:48][O:47][CH2:46][CH2:45]1)[CH2:10][NH:11][C:12]([C:14]1[NH:15][C:16]2[C:21]([CH:22]=1)=[CH:20][C:19]([O:23][C:24]([F:27])([F:26])[F:25])=[CH:18][C:17]=2[N:28]([CH3:37])[S:29]([C:32]1[S:33][CH:34]=[CH:35][CH:36]=1)(=[O:31])=[O:30])=[O:13])[C:2]1[CH:7]=[CH:6][CH:5]=[CH:4][CH:3]=1, predict the reactants needed to synthesize it. The reactants are: [CH2:1]([S:8][CH:9]([CH:38]=O)[CH2:10][NH:11][C:12]([C:14]1[NH:15][C:16]2[C:21]([CH:22]=1)=[CH:20][C:19]([O:23][C:24]([F:27])([F:26])[F:25])=[CH:18][C:17]=2[N:28]([CH3:37])[S:29]([C:32]1[S:33][CH:34]=[CH:35][CH:36]=1)(=[O:31])=[O:30])=[O:13])[C:2]1[CH:7]=[CH:6][CH:5]=[CH:4][CH:3]=1.ClCCCl.[NH:44]1[CH2:49][CH2:48][O:47][CH2:46][CH2:45]1.C(O[BH-](OC(=O)C)OC(=O)C)(=O)C.[Na+]. (5) Given the product [Cl:1][C@H:2]([CH2:6][C:7]1[CH:12]=[CH:11][CH:10]=[CH:9][CH:8]=1)[C:3]([OH:5])=[O:4], predict the reactants needed to synthesize it. The reactants are: [Cl:1][CH:2]([CH2:6][C:7]1[CH:12]=[CH:11][CH:10]=[CH:9][CH:8]=1)[C:3]([OH:5])=[O:4].CCOC(C)=O.CC(O)=O.[Na+].[Cl-]. (6) Given the product [CH3:33][O:34][C:35](=[O:38])[CH2:36][NH:37][C:29]([C:23]1([C:20]2[CH:19]=[CH:18][C:17]([CH2:16][CH2:15][CH2:14][NH:13][C@@H:11]([C:1]3[C:10]4[C:5](=[CH:6][CH:7]=[CH:8][CH:9]=4)[CH:4]=[CH:3][CH:2]=3)[CH3:12])=[CH:22][CH:21]=2)[CH2:24][CH2:25][O:26][CH2:27][CH2:28]1)=[O:30], predict the reactants needed to synthesize it. The reactants are: [C:1]1([C@H:11]([NH:13][CH2:14][CH2:15][CH2:16][C:17]2[CH:22]=[CH:21][C:20]([C:23]3([C:29](O)=[O:30])[CH2:28][CH2:27][O:26][CH2:25][CH2:24]3)=[CH:19][CH:18]=2)[CH3:12])[C:10]2[C:5](=[CH:6][CH:7]=[CH:8][CH:9]=2)[CH:4]=[CH:3][CH:2]=1.Cl.[CH3:33][O:34][C:35](=[O:38])[CH2:36][NH2:37]. (7) Given the product [CH3:14][N:13]([CH3:15])[CH2:12][CH2:11][N:9]1[CH:10]=[C:6]([C:4]([OH:5])=[O:3])[CH:7]=[N:8]1, predict the reactants needed to synthesize it. The reactants are: C([O:3][C:4]([C:6]1[CH:7]=[N:8][N:9]([CH2:11][CH2:12][N:13]([CH3:15])[CH3:14])[CH:10]=1)=[O:5])C.COCCN(CC1N(C)C(C(O)=O)=CN=1)C. (8) Given the product [Br:1][C:2]1[CH:7]=[CH:6][C:5]([S:8]([NH:13][CH2:14][CH2:15][N:16]2[CH2:21][CH2:20][O:19][CH2:18][CH2:17]2)(=[O:10])=[O:9])=[C:4]([CH3:12])[CH:3]=1, predict the reactants needed to synthesize it. The reactants are: [Br:1][C:2]1[CH:7]=[CH:6][C:5]([S:8](Cl)(=[O:10])=[O:9])=[C:4]([CH3:12])[CH:3]=1.[NH2:13][CH2:14][CH2:15][N:16]1[CH2:21][CH2:20][O:19][CH2:18][CH2:17]1.C(N(CC)C(C)C)(C)C. (9) Given the product [ClH:28].[F:1][C:2]1[CH:7]=[CH:6][C:5]([CH2:8][CH2:9][N:10]2[CH2:15][CH2:14][N:13]([C:16]([C:18]3[CH:19]=[CH:20][CH:21]=[C:22]4[C:27]=3[N:26]=[CH:25][CH:24]=[CH:23]4)=[O:17])[CH2:12][CH2:11]2)=[CH:4][CH:3]=1, predict the reactants needed to synthesize it. The reactants are: [F:1][C:2]1[CH:7]=[CH:6][C:5]([CH2:8][CH2:9][N:10]2[CH2:15][CH2:14][N:13]([C:16]([C:18]3[CH:19]=[CH:20][CH:21]=[C:22]4[C:27]=3[N:26]=[CH:25][CH:24]=[CH:23]4)=[O:17])[CH2:12][CH2:11]2)=[CH:4][CH:3]=1.[ClH:28]. (10) Given the product [C:20]([C:2]1[CH:3]=[C:4]([CH:8]2[C:13](=[O:14])[NH:12][C:11]3[CH:15]=[CH:16][CH:17]=[CH:18][C:10]=3[O:9]2)[CH:5]=[CH:6][CH:7]=1)#[N:21], predict the reactants needed to synthesize it. The reactants are: Br[C:2]1[CH:3]=[C:4]([CH:8]2[C:13](=[O:14])[NH:12][C:11]3[CH:15]=[CH:16][CH:17]=[CH:18][C:10]=3[O:9]2)[CH:5]=[CH:6][CH:7]=1.O.[CH3:20][N:21](C=O)C.